Dataset: Peptide-MHC class I binding affinity with 185,985 pairs from IEDB/IMGT. Task: Regression. Given a peptide amino acid sequence and an MHC pseudo amino acid sequence, predict their binding affinity value. This is MHC class I binding data. The peptide sequence is FAANPNSQV. The MHC is HLA-C05:01 with pseudo-sequence HLA-C05:01. The binding affinity (normalized) is 0.917.